This data is from Forward reaction prediction with 1.9M reactions from USPTO patents (1976-2016). The task is: Predict the product of the given reaction. (1) Given the reactants C(=O)([O-])[O-].[K+].[K+].Br[C:8]1[CH:13]=[CH:12][CH:11]=[CH:10][N:9]=1.[CH2:14]([O:16][C:17](=[O:24])[CH:18]1[CH2:23][CH2:22][NH:21][CH2:20][CH2:19]1)[CH3:15], predict the reaction product. The product is: [CH2:14]([O:16][C:17]([CH:18]1[CH2:19][CH2:20][N:21]([C:8]2[CH:13]=[CH:12][CH:11]=[CH:10][N:9]=2)[CH2:22][CH2:23]1)=[O:24])[CH3:15]. (2) Given the reactants [Cl:1][C:2]1[CH:7]=[C:6]([Cl:8])[CH:5]=[CH:4][C:3]=1[C:9]1[CH:14]=[CH:13][C:12]([S:15]([NH:18][C:19]2[CH:20]=[C:21]([CH:25]=[CH:26][CH:27]=2)[C:22]([OH:24])=O)(=[O:17])=[O:16])=[CH:11][CH:10]=1.C(Cl)(=O)C([Cl:31])=O.CN(C=O)C, predict the reaction product. The product is: [Cl:1][C:2]1[CH:7]=[C:6]([Cl:8])[CH:5]=[CH:4][C:3]=1[C:9]1[CH:14]=[CH:13][C:12]([S:15]([NH:18][C:19]2[CH:20]=[C:21]([CH:25]=[CH:26][CH:27]=2)[C:22]([Cl:31])=[O:24])(=[O:17])=[O:16])=[CH:11][CH:10]=1. (3) The product is: [Cl:1][C:2]1[CH:19]=[CH:18][CH:17]=[CH:16][C:3]=1[CH2:4][O:5][C:6]1[CH:14]=[CH:13][C:12]([F:15])=[CH:11][C:7]=1[CH2:8][OH:9]. Given the reactants [Cl:1][C:2]1[CH:19]=[CH:18][CH:17]=[CH:16][C:3]=1[CH2:4][O:5][C:6]1[CH:14]=[CH:13][C:12]([F:15])=[CH:11][C:7]=1[C:8](O)=[O:9], predict the reaction product. (4) Given the reactants [Cl:1][C:2]1[CH:3]=[C:4]([CH:9]2[C:18]3[C:13](=[CH:14][CH:15]=[CH:16][CH:17]=3)[CH2:12][CH2:11][C:10]2=O)[CH:5]=[CH:6][C:7]=1[Cl:8].Cl.CN.[C:23]([BH3-])#[N:24].[Na+], predict the reaction product. The product is: [Cl:1][C:2]1[CH:3]=[C:4]([CH:9]2[C:18]3[C:13](=[CH:14][CH:15]=[CH:16][CH:17]=3)[CH2:12][CH2:11][CH:10]2[NH:24][CH3:23])[CH:5]=[CH:6][C:7]=1[Cl:8].